This data is from Reaction yield outcomes from USPTO patents with 853,638 reactions. The task is: Predict the reaction yield, written as a fraction of the theoretical maximum amount of product (1.0 means a 100% yield; for example, 0.34 means a 34% yield). (1) The reactants are [F:1][C:2]1[CH:7]=[C:6]([S:8]([CH3:11])(=[O:10])=[O:9])[CH:5]=[C:4]([F:12])[C:3]=1[NH:13][C@H:14]1[CH2:19][CH2:18][CH2:17][N:16]([CH:20]2[CH2:25][CH2:24][N:23]([C:26](=[NH:29])[NH:27][OH:28])[CH2:22][CH2:21]2)[C:15]1=[O:30].[C:31](O[C:31](=O)[CH:32]([CH3:34])[CH3:33])(=O)[CH:32]([CH3:34])[CH3:33]. The product is [F:1][C:2]1[CH:7]=[C:6]([S:8]([CH3:11])(=[O:9])=[O:10])[CH:5]=[C:4]([F:12])[C:3]=1[NH:13][C@H:14]1[CH2:19][CH2:18][CH2:17][N:16]([CH:20]2[CH2:21][CH2:22][N:23]([C:26]3[N:29]=[C:31]([CH:32]([CH3:34])[CH3:33])[O:28][N:27]=3)[CH2:24][CH2:25]2)[C:15]1=[O:30]. The catalyst is O1CCOCC1. The yield is 0.350. (2) The reactants are O1CCCC1.[CH3:6][S:7]([C:10]1[N:15]=[C:14]([CH3:16])[C:13]([C:17]([O:19][CH2:20][CH2:21][C:22]([CH3:26])=[C:23]([F:25])[F:24])=[O:18])=[CH:12][N:11]=1)(=O)=O.[C:27]1(S)[CH:32]=[CH:31]C=[CH:29][CH:28]=1.C(=O)([O-])[O-].[Na+].[Na+]. The catalyst is O. The product is [CH3:16][C:14]1[C:13]([C:17]([O:19][CH2:20][CH2:21][C:22]([CH3:26])=[C:23]([F:25])[F:24])=[O:18])=[CH:12][N:11]=[C:10]([S:7][C:6]2[CH:31]=[CH:32][CH:27]=[CH:28][CH:29]=2)[N:15]=1. The yield is 0.880. (3) The reactants are [NH2:1][C:2]1[CH:10]=[CH:9][C:8]([Cl:11])=[CH:7][C:3]=1[C:4]([OH:6])=O.O=S(Cl)Cl.[Cl:16][C:17]1[CH:23]=[CH:22][CH:21]=[CH:20][C:18]=1[NH2:19].C(Cl)(Cl)Cl. The yield is 0.520. The catalyst is C1C=CC=CC=1. The product is [NH2:1][C:2]1[CH:10]=[CH:9][C:8]([Cl:11])=[CH:7][C:3]=1[C:4]([NH:19][C:18]1[CH:20]=[CH:21][CH:22]=[CH:23][C:17]=1[Cl:16])=[O:6].